From a dataset of Full USPTO retrosynthesis dataset with 1.9M reactions from patents (1976-2016). Predict the reactants needed to synthesize the given product. Given the product [CH2:10]([NH:12][C:5]([C:3]1([CH3:8])[CH2:4][C:2]1([Cl:9])[Cl:1])=[O:6])[CH3:11], predict the reactants needed to synthesize it. The reactants are: [Cl:1][C:2]1([Cl:9])[CH2:4][C:3]1([CH3:8])[C:5](Cl)=[O:6].[CH2:10]([NH2:12])[CH3:11].